From a dataset of Full USPTO retrosynthesis dataset with 1.9M reactions from patents (1976-2016). Predict the reactants needed to synthesize the given product. (1) The reactants are: Br[C:2]1[CH:7]=[CH:6][C:5]([CH:8]([CH3:15])[CH2:9][NH:10][S:11]([CH3:14])(=[O:13])=[O:12])=[CH:4][CH:3]=1.[CH:16]([C:18]1[CH:19]=[C:20](B(O)O)[CH:21]=[CH:22][CH:23]=1)=[O:17].C(=O)([O-])[O-].[K+].[K+].O. Given the product [CH:16]([C:18]1[CH:23]=[C:22]([C:2]2[CH:7]=[CH:6][C:5]([CH:8]([CH3:15])[CH2:9][NH:10][S:11]([CH3:14])(=[O:13])=[O:12])=[CH:4][CH:3]=2)[CH:21]=[CH:20][CH:19]=1)=[O:17], predict the reactants needed to synthesize it. (2) The reactants are: CON(C)[C:4](=[O:14])[C:5]([C:8]1[CH:13]=[CH:12][CH:11]=[CH:10][CH:9]=1)([CH3:7])[CH3:6].[Li]C.[CH3:18]COCC.Cl. Given the product [CH3:6][C:5]([C:8]1[CH:13]=[CH:12][CH:11]=[CH:10][CH:9]=1)([CH3:7])[C:4](=[O:14])[CH3:18], predict the reactants needed to synthesize it. (3) Given the product [CH:26]([N:25]1[C:21]([C:16]2[CH2:17][O:18][CH2:19][CH2:20][C:15]=2[CH2:14][O:1][C:2]2[C:10]([CH:11]=[O:12])=[C:9]3[C:5]([CH:6]=[N:7][NH:8]3)=[CH:4][CH:3]=2)=[CH:22][CH:23]=[N:24]1)([CH3:28])[CH3:27], predict the reactants needed to synthesize it. The reactants are: [OH:1][C:2]1[C:10]([CH:11]=[O:12])=[C:9]2[C:5]([CH:6]=[N:7][NH:8]2)=[CH:4][CH:3]=1.Cl[CH2:14][C:15]1[CH2:20][CH2:19][O:18][CH2:17][C:16]=1[C:21]1[N:25]([CH:26]([CH3:28])[CH3:27])[N:24]=[CH:23][CH:22]=1.C(=O)([O-])[O-].[K+].[K+].